This data is from NCI-60 drug combinations with 297,098 pairs across 59 cell lines. The task is: Regression. Given two drug SMILES strings and cell line genomic features, predict the synergy score measuring deviation from expected non-interaction effect. Drug 1: C1=CC=C(C=C1)NC(=O)CCCCCCC(=O)NO. Drug 2: C1=CC=C(C(=C1)C(C2=CC=C(C=C2)Cl)C(Cl)Cl)Cl. Cell line: IGROV1. Synergy scores: CSS=8.86, Synergy_ZIP=-2.66, Synergy_Bliss=5.02, Synergy_Loewe=-9.07, Synergy_HSA=1.92.